This data is from Forward reaction prediction with 1.9M reactions from USPTO patents (1976-2016). The task is: Predict the product of the given reaction. (1) Given the reactants [CH3:1][C:2]([C:11]1[CH:16]=[CH:15][C:14]([C:17](=[O:29])[NH:18][C:19]2[N:20]=[C:21]3[CH:26]=[CH:25][CH:24]=[C:23]([CH3:27])[N:22]3[CH:28]=2)=[CH:13][CH:12]=1)([CH3:10])[CH2:3][CH2:4][C:5]([O:7]CC)=[O:6].[OH-].[K+], predict the reaction product. The product is: [CH3:10][C:2]([C:11]1[CH:12]=[CH:13][C:14]([C:17]([NH:18][C:19]2[N:20]=[C:21]3[CH:26]=[CH:25][CH:24]=[C:23]([CH3:27])[N:22]3[CH:28]=2)=[O:29])=[CH:15][CH:16]=1)([CH3:1])[CH2:3][CH2:4][C:5]([OH:7])=[O:6]. (2) Given the reactants [N:1]1[C:6]([C:7]([OH:9])=[O:8])=[CH:5][CH:4]=[CH:3][C:2]=1[C:10]([OH:12])=[O:11].C([O-])(O)=O.[Na+].[CH2:18](Br)[C:19]1[CH:24]=[CH:23][CH:22]=[CH:21][CH:20]=1.O, predict the reaction product. The product is: [CH2:18]([O:11][C:10]([C:2]1[N:1]=[C:6]([C:7]([OH:9])=[O:8])[CH:5]=[CH:4][CH:3]=1)=[O:12])[C:19]1[CH:24]=[CH:23][CH:22]=[CH:21][CH:20]=1. (3) The product is: [CH2:1]([O:3][C:4]([C:6]1[N:10]([CH2:19][C:18]2[CH:21]=[CH:22][CH:23]=[C:16]([Cl:15])[CH:17]=2)[C:9]2[S:11][C:12]([Br:14])=[CH:13][C:8]=2[CH:7]=1)=[O:5])[CH3:2]. Given the reactants [CH2:1]([O:3][C:4]([C:6]1[NH:10][C:9]2[S:11][C:12]([Br:14])=[CH:13][C:8]=2[CH:7]=1)=[O:5])[CH3:2].[Cl:15][C:16]1[CH:17]=[C:18]([CH:21]=[CH:22][CH:23]=1)[CH2:19]Br, predict the reaction product. (4) Given the reactants C(N(CC)CC)C.[C:8](OC(=O)C)(=[O:10])[CH3:9].[CH3:15][O:16][CH2:17][O:18][C:19]1[CH:24]=[C:23]([O:25][CH2:26][O:27][CH3:28])[CH:22]=[CH:21][C:20]=1[CH:29]1[CH2:34][CH2:33][CH2:32][CH:31]([NH2:35])[CH2:30]1, predict the reaction product. The product is: [CH3:15][O:16][CH2:17][O:18][C:19]1[CH:24]=[C:23]([O:25][CH2:26][O:27][CH3:28])[CH:22]=[CH:21][C:20]=1[CH:29]1[CH2:34][CH2:33][CH2:32][CH:31]([NH:35][C:8](=[O:10])[CH3:9])[CH2:30]1. (5) Given the reactants [Na].O=[C:3]([C:7]1[CH:8]=[N:9][CH:10]=[CH:11][CH:12]=1)[CH2:4][CH:5]=O.Cl.[CH3:14][C:15]1[CH:20]=[CH:19][C:18]([N+:21]([O-:23])=[O:22])=[CH:17][C:16]=1[NH:24][C:25]([NH2:27])=[NH:26], predict the reaction product. The product is: [CH3:14][C:15]1[CH:20]=[CH:19][C:18]([N+:21]([O-:23])=[O:22])=[CH:17][C:16]=1[NH:24][C:25]1[N:27]=[C:3]([C:7]2[CH:8]=[N:9][CH:10]=[CH:11][CH:12]=2)[CH:4]=[CH:5][N:26]=1. (6) The product is: [S:3]1[CH:4]=[CH:5][N:6]=[C:2]1[C:15]#[C:14][C:16]1[CH:17]=[N:18][CH:19]=[CH:20][CH:21]=1. Given the reactants Br[C:2]1[S:3][CH:4]=[CH:5][N:6]=1.C(N(CC)CC)C.[C:14]([C:16]1[CH:17]=[N:18][CH:19]=[CH:20][CH:21]=1)#[CH:15], predict the reaction product. (7) The product is: [F:4][C:5]1[CH:10]=[C:9]([N+:11]([O-:13])=[O:12])[CH:8]=[CH:7][C:6]=1[N:14]1[CH2:15][CH2:16][CH:17]([CH2:20][CH2:21][NH2:22])[CH2:18][CH2:19]1. Given the reactants O.NN.[F:4][C:5]1[CH:10]=[C:9]([N+:11]([O-:13])=[O:12])[CH:8]=[CH:7][C:6]=1[N:14]1[CH2:19][CH2:18][CH:17]([CH2:20][CH2:21][N:22]2C(=O)C3C(=CC=CC=3)C2=O)[CH2:16][CH2:15]1.O, predict the reaction product.